The task is: Predict the product of the given reaction.. This data is from Forward reaction prediction with 1.9M reactions from USPTO patents (1976-2016). (1) Given the reactants [CH3:1][N:2]1[CH:6]=[C:5]([C:7]2[NH:12][C:11](=O)[N:10]3[CH:14]=[CH:15][N:16]=[C:9]3[CH:8]=2)[CH:4]=[N:3]1.CCN(C(C)C)C(C)C.O=P(Cl)(Cl)[Cl:28].CO.CCN(C(C)C)C(C)C.CCOC(C)=O, predict the reaction product. The product is: [Cl:28][C:11]1[N:10]2[CH:14]=[CH:15][N:16]=[C:9]2[CH:8]=[C:7]([C:5]2[CH:4]=[N:3][N:2]([CH3:1])[CH:6]=2)[N:12]=1. (2) Given the reactants [F:1][CH:2]([F:34])[C:3]1[CH:8]=[CH:7][N:6]=[C:5]([NH:9][C:10]2[CH:11]=[C:12]([C:17]3[CH:18]=[N:19][C:20]([CH2:23][C@H:24]4[CH2:29][CH2:28][C@H:27]([C:30]([O:32]C)=[O:31])[CH2:26][CH2:25]4)=[N:21][CH:22]=3)[CH:13]=[C:14]([CH3:16])[CH:15]=2)[N:4]=1.O.[OH-].[Li+].Cl, predict the reaction product. The product is: [F:34][CH:2]([F:1])[C:3]1[CH:8]=[CH:7][N:6]=[C:5]([NH:9][C:10]2[CH:11]=[C:12]([C:17]3[CH:22]=[N:21][C:20]([CH2:23][C@H:24]4[CH2:29][CH2:28][C@H:27]([C:30]([OH:32])=[O:31])[CH2:26][CH2:25]4)=[N:19][CH:18]=3)[CH:13]=[C:14]([CH3:16])[CH:15]=2)[N:4]=1. (3) Given the reactants Cl[CH2:2][C:3]1[NH:4][C:5](=[O:19])[C:6]2[O:11][C:10]3[CH:12]=[CH:13][C:14]([CH:16]4[CH2:18][CH2:17]4)=[CH:15][C:9]=3[C:7]=2[N:8]=1.[CH3:20][N:21]1[CH2:26][CH2:25][NH:24][CH2:23][CH2:22]1, predict the reaction product. The product is: [CH:16]1([C:14]2[CH:13]=[CH:12][C:10]3[O:11][C:6]4[C:5](=[O:19])[NH:4][C:3]([CH2:2][N:24]5[CH2:25][CH2:26][N:21]([CH3:20])[CH2:22][CH2:23]5)=[N:8][C:7]=4[C:9]=3[CH:15]=2)[CH2:18][CH2:17]1. (4) Given the reactants O=C[C@@H]([C@H]([C@@H]([C@@H](CO)O)O)O)O.S([O-])([O-])(=O)=O.[NH4+].[NH4+].OP([O-])(O)=O.[K+].[O-]S([O-])(=O)=O.[Mg+2].CC1[N+](CC2C=NC(C)=NC=2N)=CSC=1CCO.[NH2:50][C@H:51]([C:56]([OH:58])=[O:57])[C@H:52](CC)[CH3:53].[C:59]([O-:62])([O-:61])=O.[Ca+2], predict the reaction product. The product is: [NH2:50][C@H:51]([C:56]([OH:58])=[O:57])[CH2:52][CH2:53][C:59]([OH:62])=[O:61].